This data is from Full USPTO retrosynthesis dataset with 1.9M reactions from patents (1976-2016). The task is: Predict the reactants needed to synthesize the given product. (1) Given the product [F:1][C:2]1[CH:7]=[C:6]([I:8])[CH:5]=[CH:4][C:3]=1[NH:9][C:14]1[N:15]([CH3:33])[C:16](=[O:32])[C:17]([CH3:31])=[C:18]2[C:13]=1[C:12](=[O:34])[N:11]([CH2:35][C:36]1[CH:37]=[CH:38][C:39]([O:42][CH3:43])=[CH:40][CH:41]=1)[C:10](=[O:44])[N:19]2[C:20]1[CH:21]=[C:22]([CH2:26][CH2:27][C:28]([NH2:30])=[O:29])[CH:23]=[CH:24][CH:25]=1, predict the reactants needed to synthesize it. The reactants are: [F:1][C:2]1[CH:7]=[C:6]([I:8])[CH:5]=[CH:4][C:3]=1[N:9]1[C:14]2[N:15]([CH3:33])[C:16](=[O:32])[C:17]([CH3:31])=[C:18]([NH:19][C:20]3[CH:21]=[C:22]([CH2:26][CH2:27][C:28]([NH2:30])=[O:29])[CH:23]=[CH:24][CH:25]=3)[C:13]=2[C:12](=[O:34])[N:11]([CH2:35][C:36]2[CH:41]=[CH:40][C:39]([O:42][CH3:43])=[CH:38][CH:37]=2)[C:10]1=[O:44].C[O-].[Na+]. (2) Given the product [F:1][C:2]1[CH:3]=[C:4]([CH:14]([NH:16][C:17]([C:19]2[N:20]=[C:21]([O:36][C:27]3[CH:28]=[C:29]([C:32]([F:33])([F:34])[F:35])[CH:30]=[CH:31][C:26]=3[Cl:25])[O:22][CH:23]=2)=[O:18])[CH3:15])[CH:5]=[C:6]([F:13])[C:7]=1[NH:8][S:9]([CH3:12])(=[O:11])=[O:10], predict the reactants needed to synthesize it. The reactants are: [F:1][C:2]1[CH:3]=[C:4]([CH:14]([NH:16][C:17]([C:19]2[N:20]=[C:21](Cl)[O:22][CH:23]=2)=[O:18])[CH3:15])[CH:5]=[C:6]([F:13])[C:7]=1[NH:8][S:9]([CH3:12])(=[O:11])=[O:10].[Cl:25][C:26]1[CH:31]=[CH:30][C:29]([C:32]([F:35])([F:34])[F:33])=[CH:28][C:27]=1[OH:36]. (3) Given the product [N:27]1[C:28]2[C:23](=[CH:22][C:21]([CH2:20][C:17]3[N:15]4[N:16]=[C:11]([C:9]5[CH:10]=[C:2]([CH:3]=[CH:7][CH:8]=5)[C:34]([OH:50])=[O:33])[CH:12]=[CH:13][C:14]4=[N:19][CH:18]=3)=[CH:30][CH:29]=2)[CH:24]=[CH:25][CH:26]=1, predict the reactants needed to synthesize it. The reactants are: Cl[C:2]1[CH:10]=[C:9]([C:11]2[CH:12]=[CH:13][C:14]3[N:15]([C:17]([CH2:20][C:21]4[CH:22]=[C:23]5[C:28](=[CH:29][CH:30]=4)[N:27]=[CH:26][CH:25]=[CH:24]5)=[CH:18][N:19]=3)[N:16]=2)[CH:8]=[CH:7][C:3]=1C(N)=O.C([O:33][C:34](=[O:50])C1C=CC=C(B2OC(C)(C)C(C)(C)O2)C=1)C.